From a dataset of Full USPTO retrosynthesis dataset with 1.9M reactions from patents (1976-2016). Predict the reactants needed to synthesize the given product. (1) Given the product [N+:18]([C:2]1[CH:3]=[C:4]([C:11]2[CH:16]=[CH:15][CH:14]=[CH:13][CH:12]=2)[CH:5]=[CH:6][C:1]=1[C:11]1[CH:16]=[CH:15][C:14]([C:2]2[CH:3]=[CH:4][CH:5]=[CH:6][CH:1]=2)=[CH:13][C:12]=1[N+:18]([O-:20])=[O:19])([O-:20])=[O:19], predict the reactants needed to synthesize it. The reactants are: [C:1]1(B(O)O)[CH:6]=[CH:5][CH:4]=[CH:3][CH:2]=1.Br[C:11]1[CH:16]=[CH:15][C:14](Br)=[CH:13][C:12]=1[N+:18]([O-:20])=[O:19].C(=O)([O-])[O-].[K+].[K+]. (2) Given the product [NH2:1][C:4]1[CH:29]=[CH:28][C:7]2[N:8]([CH:21]([CH2:26][CH3:27])[C:22]([O:24][CH3:25])=[O:23])[C:9](=[N:11][C:12](=[O:20])[C:13]3[CH:14]=[CH:15][C:16]([CH3:19])=[CH:17][CH:18]=3)[S:10][C:6]=2[CH:5]=1, predict the reactants needed to synthesize it. The reactants are: [N+:1]([C:4]1[CH:29]=[CH:28][C:7]2[N:8]([CH:21]([CH2:26][CH3:27])[C:22]([O:24][CH3:25])=[O:23])[C:9](=[N:11][C:12](=[O:20])[C:13]3[CH:18]=[CH:17][C:16]([CH3:19])=[CH:15][CH:14]=3)[S:10][C:6]=2[CH:5]=1)([O-])=O.CN(C)C=O. (3) The reactants are: [CH3:1][O:2][C:3]1[C:8]2[O:9][C:10]3([O:16][C:7]=2[C:6]([C:17](OC)=[O:18])=[CH:5][CH:4]=1)[CH2:15][CH2:14][O:13][CH2:12][CH2:11]3.[Cl:21][C:22]1[CH:23]=[N:24][CH:25]=[C:26]([Cl:29])[C:27]=1[CH3:28].C[Si]([N-][Si](C)(C)C)(C)C.[Li+].[NH4+].[Cl-]. Given the product [Cl:21][C:22]1[CH:23]=[N:24][CH:25]=[C:26]([Cl:29])[C:27]=1[CH2:28][C:17]([C:6]1[C:7]2[O:16][C:10]3([CH2:11][CH2:12][O:13][CH2:14][CH2:15]3)[O:9][C:8]=2[C:3]([O:2][CH3:1])=[CH:4][CH:5]=1)=[O:18], predict the reactants needed to synthesize it. (4) Given the product [CH2:43]([O:42][C:40](=[O:41])[N:12]([CH2:5][C:2]([CH3:1])([CH3:3])[CH3:4])[CH2:11][CH:10]=[O:9])[C:44]1[CH:49]=[CH:48][CH:47]=[CH:46][CH:45]=1, predict the reactants needed to synthesize it. The reactants are: [CH3:1][C:2]([CH:5]=O)([CH3:4])[CH3:3].C([O:9][CH:10](OCC)[CH2:11][NH2:12])C.C(O[BH-](OC(=O)C)OC(=O)C)(=O)C.[Na+].CCN(C(C)C)C(C)C.Cl[C:40]([O:42][CH2:43][C:44]1[CH:49]=[CH:48][CH:47]=[CH:46][CH:45]=1)=[O:41]. (5) The reactants are: [Cl:1][C:2]1[N:7]=[C:6]([NH:8][C:9]2[CH:14]=[CH:13][C:12]([C:15]([CH3:19])([CH3:18])[C:16]#[N:17])=[CH:11][CH:10]=2)[C:5]([C:20]#[C:21][CH2:22][OH:23])=[CH:4][N:3]=1.[F-].C([N+](CCCC)(CCCC)CCCC)CCC. Given the product [Cl:1][C:2]1[N:3]=[CH:4][C:5]2[CH:20]=[C:21]([CH2:22][OH:23])[N:8]([C:9]3[CH:10]=[CH:11][C:12]([C:15]([CH3:19])([CH3:18])[C:16]#[N:17])=[CH:13][CH:14]=3)[C:6]=2[N:7]=1, predict the reactants needed to synthesize it. (6) Given the product [CH:1]1([NH:5][C:6]2[N:7]=[N:8][C:9]([C:12]#[CH:13])=[CH:10][CH:11]=2)[CH2:4][CH2:3][CH2:2]1, predict the reactants needed to synthesize it. The reactants are: [CH:1]1([NH:5][C:6]2[N:7]=[N:8][C:9]([C:12]#[C:13][Si](C)(C)C)=[CH:10][CH:11]=2)[CH2:4][CH2:3][CH2:2]1. (7) Given the product [Cl:8][C:9]1[CH:14]=[CH:13][C:12]([NH:15][C:16]([N:24]2[CH2:25][C:21]([O:42][CH3:43])([O:20][CH3:19])[CH2:22][C@@H:23]2[C:26]([NH:27][C:28]2[CH:33]=[CH:32][C:31]([N:34]3[CH:39]=[CH:38][CH:37]=[CH:36][C:35]3=[O:40])=[CH:30][CH:29]=2)=[O:41])=[O:17])=[CH:11][CH:10]=1, predict the reactants needed to synthesize it. The reactants are: C(N(CC)CC)C.[Cl:8][C:9]1[CH:14]=[CH:13][C:12]([N:15]=[C:16]=[O:17])=[CH:11][CH:10]=1.[Cl-].[CH3:19][O:20][C:21]1([O:42][CH3:43])[CH2:25][NH2+:24][C@@H:23]([C:26](=[O:41])[NH:27][C:28]2[CH:33]=[CH:32][C:31]([N:34]3[CH:39]=[CH:38][CH:37]=[CH:36][C:35]3=[O:40])=[CH:30][CH:29]=2)[CH2:22]1.